From a dataset of Full USPTO retrosynthesis dataset with 1.9M reactions from patents (1976-2016). Predict the reactants needed to synthesize the given product. Given the product [Br:1][C:2]1[CH:7]=[C:6]([N:9]2[CH2:13][CH2:12][CH2:11][CH2:10]2)[CH:5]=[CH:4][N:3]=1.[Br:8][C:6]1[CH:5]=[CH:4][N:3]=[C:2]([N:9]2[CH2:13][CH2:12][CH2:11][CH2:10]2)[CH:7]=1, predict the reactants needed to synthesize it. The reactants are: [Br:1][C:2]1[CH:7]=[C:6]([Br:8])[CH:5]=[CH:4][N:3]=1.[NH:9]1[CH2:13][CH2:12][CH2:11][CH2:10]1.